This data is from Retrosynthesis with 50K atom-mapped reactions and 10 reaction types from USPTO. The task is: Predict the reactants needed to synthesize the given product. (1) The reactants are: COC(=O)[C@H]1CC[C@H](NCc2ccc(OC)cc2)[C@@H]1c1ccc(F)cc1.O=C(Cl)OCc1ccccc1. Given the product COC(=O)[C@H]1CC[C@H](N(Cc2ccc(OC)cc2)C(=O)OCc2ccccc2)[C@@H]1c1ccc(F)cc1, predict the reactants needed to synthesize it. (2) Given the product CC(C)(C)OC(=O)N1CCC(c2nc3cc(F)ccc3[nH]2)CC1, predict the reactants needed to synthesize it. The reactants are: CC(C)(C)OC(=O)N1CCC(C(=O)O)CC1.Nc1ccc(F)cc1N.